Task: Predict the product of the given reaction.. Dataset: Forward reaction prediction with 1.9M reactions from USPTO patents (1976-2016) (1) Given the reactants [N+:1]([C:4]1[CH:9]=[CH:8][C:7]([CH2:10][CH2:11][CH2:12][C:13]2[N:14]=[C:15]([NH:18][C:19](=[O:21])[CH3:20])[S:16][CH:17]=2)=[CH:6][CH:5]=1)([O-])=O.[H][H], predict the reaction product. The product is: [NH2:1][C:4]1[CH:9]=[CH:8][C:7]([CH2:10][CH2:11][CH2:12][C:13]2[N:14]=[C:15]([NH:18][C:19](=[O:21])[CH3:20])[S:16][CH:17]=2)=[CH:6][CH:5]=1. (2) Given the reactants [C:1]([C:5]1[CH:6]=[C:7]([C:23](=[O:26])[NH:24][CH3:25])[C:8]([O:21][CH3:22])=[C:9]([NH:11][C:12](=[O:20])OC2C=CC=CC=2)[CH:10]=1)([CH3:4])([CH3:3])[CH3:2].[NH2:27][C:28]1[C:37]2[C:32](=[CH:33][CH:34]=[CH:35][CH:36]=2)[C:31]([O:38][C:39]2[CH:44]=[CH:43][N:42]=[C:41]([NH:45][C:46]3[CH:47]=[C:48]([CH:61]=[C:62]([C:64]#[CH:65])[CH:63]=3)[C:49]([NH:51][C@H:52]([CH3:60])[CH2:53][N:54]3[CH2:59][CH2:58][O:57][CH2:56][CH2:55]3)=[O:50])[N:40]=2)=[CH:30][CH:29]=1.C(N(CC)CC)C, predict the reaction product. The product is: [C:1]([C:5]1[CH:10]=[C:9]([NH:11][C:12]([NH:27][C:28]2[C:37]3[C:32](=[CH:33][CH:34]=[CH:35][CH:36]=3)[C:31]([O:38][C:39]3[CH:44]=[CH:43][N:42]=[C:41]([NH:45][C:46]4[CH:47]=[C:48]([C:49](=[O:50])[NH:51][C@H:52]([CH3:60])[CH2:53][N:54]5[CH2:59][CH2:58][O:57][CH2:56][CH2:55]5)[CH:61]=[C:62]([C:64]#[CH:65])[CH:63]=4)[N:40]=3)=[CH:30][CH:29]=2)=[O:20])[C:8]([O:21][CH3:22])=[C:7]([CH:6]=1)[C:23]([NH:24][CH3:25])=[O:26])([CH3:2])([CH3:3])[CH3:4]. (3) Given the reactants [C:1]([O:4][C@H:5]1[C@@H:19]([O:20][C:21](=[O:23])[CH3:22])[C@H:18]([O:24][C:25](=[O:27])[CH3:26])[C@@H:17]([CH2:28][O:29][C:30](=[O:32])[CH3:31])[O:16][C@@H:6]1[O:7][C:8]1[CH:13]=[CH:12][C:11](I)=[CH:10][C:9]=1[Cl:15])(=[O:3])[CH3:2].[Cl:33][C:34]1[CH:35]=[C:36]2[CH:42]=[CH:41][NH:40][C:37]2=[N:38][CH:39]=1.[O-]P([O-])([O-])=O.[K+].[K+].[K+].[C@@H]1(N)CCCC[C@H]1N, predict the reaction product. The product is: [C:1]([O:4][C@H:5]1[C@@H:19]([O:20][C:21](=[O:23])[CH3:22])[C@H:18]([O:24][C:25](=[O:27])[CH3:26])[C@@H:17]([CH2:28][O:29][C:30](=[O:32])[CH3:31])[O:16][C@@H:6]1[O:7][C:8]1[CH:13]=[CH:12][C:11]([N:40]2[C:37]3=[N:38][CH:39]=[C:34]([Cl:33])[CH:35]=[C:36]3[CH:42]=[CH:41]2)=[CH:10][C:9]=1[Cl:15])(=[O:3])[CH3:2]. (4) Given the reactants [O:1]1[CH2:5][CH2:4][CH:3]([CH2:6][OH:7])[CH2:2]1.C(N(CC)CC)C.[CH3:15][S:16](Cl)(=[O:18])=[O:17], predict the reaction product. The product is: [CH3:15][S:16]([O:7][CH2:6][CH:3]1[CH2:4][CH2:5][O:1][CH2:2]1)(=[O:18])=[O:17]. (5) Given the reactants Br[C:2]1[S:3][C:4]([NH:11][C:12]([O:14][C:15]([CH3:18])([CH3:17])[CH3:16])=[O:13])=[C:5]([C:7]([O:9][CH3:10])=[O:8])[N:6]=1.[F:19][C:20]1[C:25]([O:26][CH3:27])=[CH:24][CH:23]=[C:22]([F:28])[C:21]=1B(O)O.P([O-])([O-])([O-])=O.[K+].[K+].[K+], predict the reaction product. The product is: [C:15]([O:14][C:12]([NH:11][C:4]1[S:3][C:2]([C:21]2[C:22]([F:28])=[CH:23][CH:24]=[C:25]([O:26][CH3:27])[C:20]=2[F:19])=[N:6][C:5]=1[C:7]([O:9][CH3:10])=[O:8])=[O:13])([CH3:18])([CH3:17])[CH3:16]. (6) Given the reactants Cl[C:2]1[C:11]2[C:6](=[C:7]([N+:12]([O-:14])=[O:13])[CH:8]=[CH:9][CH:10]=2)[N:5]=[CH:4][N:3]=1.[F:15][C:16]1[CH:22]=[CH:21][C:19]([NH2:20])=[CH:18][C:17]=1[C:23]([F:26])([F:25])[F:24].O, predict the reaction product. The product is: [F:15][C:16]1[CH:22]=[CH:21][C:19]([NH:20][C:2]2[C:11]3[C:6](=[C:7]([N+:12]([O-:14])=[O:13])[CH:8]=[CH:9][CH:10]=3)[N:5]=[CH:4][N:3]=2)=[CH:18][C:17]=1[C:23]([F:24])([F:25])[F:26]. (7) Given the reactants [O:1]1[CH:6]=[CH:5][CH2:4][CH2:3][CH2:2]1.[OH:7][C:8]1[CH:15]=[CH:14][C:11]([CH:12]=[O:13])=[CH:10][CH:9]=1.C1(C)C=CC(S([O-])(=O)=O)=CC=1.[NH+]1C=CC=CC=1.CCOC(C)=O, predict the reaction product. The product is: [O:1]1[CH2:2][CH2:3][CH2:4][CH2:5][CH:6]1[O:7][C:8]1[CH:15]=[CH:14][C:11]([CH:12]=[O:13])=[CH:10][CH:9]=1.